From a dataset of Catalyst prediction with 721,799 reactions and 888 catalyst types from USPTO. Predict which catalyst facilitates the given reaction. (1) Reactant: C(Cl)(=O)C(Cl)=O.CS(C)=O.[Cl:11][C:12]1[CH:17]=[CH:16][C:15]([CH2:18][CH2:19][CH2:20][CH:21]([OH:26])[C:22]([CH3:25])([CH3:24])[CH3:23])=[CH:14][CH:13]=1.C(N(CC)CC)C. Product: [Cl:11][C:12]1[CH:13]=[CH:14][C:15]([CH2:18][CH2:19][CH2:20][C:21](=[O:26])[C:22]([CH3:24])([CH3:23])[CH3:25])=[CH:16][CH:17]=1. The catalyst class is: 2. (2) Reactant: [CH2:1]([O:3][C:4]([C:6]1[NH:7][C:8]2[C:13]([CH:14]=1)=[C:12]([O:15][CH2:16][C:17]1[CH:22]=[CH:21][CH:20]=[CH:19][CH:18]=1)[CH:11]=[CH:10][CH:9]=2)=[O:5])[CH3:2].CN(C1C=CC=CN=1)C.[CH3:32][C:33]([O:36][C:37](O[C:37]([O:36][C:33]([CH3:35])([CH3:34])[CH3:32])=[O:38])=[O:38])([CH3:35])[CH3:34]. Product: [CH3:2][CH2:1][O:3][C:4]([C:6]1[N:7]([C:37]([O:36][C:33]([CH3:35])([CH3:34])[CH3:32])=[O:38])[C:8]2[C:13]([CH:14]=1)=[C:12]([O:15][CH2:16][C:17]1[CH:22]=[CH:21][CH:20]=[CH:19][CH:18]=1)[CH:11]=[CH:10][CH:9]=2)=[O:5]. The catalyst class is: 13.